From a dataset of Catalyst prediction with 721,799 reactions and 888 catalyst types from USPTO. Predict which catalyst facilitates the given reaction. (1) Reactant: [OH:1][C:2]1[CH:11]=[C:10]2[C:5]([C:6]([O:12][C:13]3[CH:26]=[CH:25][C:16]4[C:17]([C:21]([O:23][CH3:24])=[O:22])=[C:18]([CH3:20])[O:19][C:15]=4[CH:14]=3)=[CH:7][CH:8]=[N:9]2)=[CH:4][CH:3]=1.C([O-])([O-])=O.[K+].[K+].[Br:33][CH:34](Br)[CH3:35]. Product: [Br:33][CH2:34][CH2:35][O:1][C:2]1[CH:11]=[C:10]2[C:5]([C:6]([O:12][C:13]3[CH:26]=[CH:25][C:16]4[C:17]([C:21]([O:23][CH3:24])=[O:22])=[C:18]([CH3:20])[O:19][C:15]=4[CH:14]=3)=[CH:7][CH:8]=[N:9]2)=[CH:4][CH:3]=1. The catalyst class is: 3. (2) Reactant: N[CH:2]([OH:6])[CH2:3][CH2:4][OH:5].[CH2:7](Br)[CH2:8][CH2:9][CH2:10][CH2:11][CH2:12][CH2:13][CH2:14][CH2:15][CH2:16][CH2:17][CH2:18][CH2:19][CH3:20].C([N:25](C(C)C)CC)(C)C. Product: [CH2:7]([NH:25][CH:3]([CH2:4][OH:5])[CH2:2][OH:6])[CH2:8][CH2:9][CH2:10][CH2:11][CH2:12][CH2:13][CH2:14][CH2:15][CH2:16][CH2:17][CH2:18][CH2:19][CH3:20]. The catalyst class is: 8. (3) Reactant: Cl.[CH:2]12[CH2:11][CH:6]3[CH2:7][CH:8]([CH2:10][CH:4]([CH2:5]3)[CH:3]1[CH2:12][NH2:13])[CH2:9]2.[CH3:14][C:15]1([CH3:40])[CH2:20][CH:19]([CH2:21][N:22]2[CH2:27][CH2:26][N:25]([C:28]3[CH:38]=[CH:37][C:31]([C:32]([O:34][CH2:35][CH3:36])=[O:33])=[CH:30][CH:29]=3)[CH2:24][CH2:23]2)[C:18](=O)[CH2:17][CH2:16]1.C([O-])(=O)C.[Na+].C(O[BH-](OC(=O)C)OC(=O)C)(=O)C.[Na+]. Product: [CH:2]12[CH2:11][CH:6]3[CH2:7][CH:8]([CH2:10][CH:4]([CH2:5]3)[CH:3]1[CH2:12][NH:13][CH:18]1[CH2:17][CH2:16][C:15]([CH3:40])([CH3:14])[CH2:20][CH:19]1[CH2:21][N:22]1[CH2:23][CH2:24][N:25]([C:28]3[CH:38]=[CH:37][C:31]([C:32]([O:34][CH2:35][CH3:36])=[O:33])=[CH:30][CH:29]=3)[CH2:26][CH2:27]1)[CH2:9]2. The catalyst class is: 68. (4) Reactant: [CH2:1]([N:3]([CH2:14][CH3:15])[C:4]1[CH:9]=[CH:8][C:7]([N+:10]([O-])=O)=[CH:6][C:5]=1[CH3:13])[CH3:2]. Product: [CH2:14]([N:3]([CH2:1][CH3:2])[C:4]1[CH:9]=[CH:8][C:7]([NH2:10])=[CH:6][C:5]=1[CH3:13])[CH3:15]. The catalyst class is: 19. (5) Product: [CH:1]1([N:7]2[C:11]3[CH:12]=[CH:13][C:14]([C:16]([NH:78][CH:77]([CH2:76][C:75]4[C:82]5[C:72](=[CH:71][CH:70]=[C:69]([OH:68])[CH:83]=5)[NH:73][CH:74]=4)[C:79]([OH:81])=[O:80])=[O:17])=[CH:15][C:10]=3[N:9]=[C:8]2[C:19]2[CH:20]=[C:21]3[C:26](=[CH:27][CH:28]=2)[N:25]=[C:24]([C:29]2[CH:30]=[CH:31][CH:32]=[CH:33][CH:34]=2)[CH:23]=[N:22]3)[CH2:6][CH2:5][CH2:4][CH2:3][CH2:2]1. The catalyst class is: 3. Reactant: [CH:1]1([N:7]2[C:11]3[CH:12]=[CH:13][C:14]([C:16](O)=[O:17])=[CH:15][C:10]=3[N:9]=[C:8]2[C:19]2[CH:20]=[C:21]3[C:26](=[CH:27][CH:28]=2)[N:25]=[C:24]([C:29]2[CH:34]=[CH:33][CH:32]=[CH:31][CH:30]=2)[CH:23]=[N:22]3)[CH2:6][CH2:5][CH2:4][CH2:3][CH2:2]1.CN(C(ON1N=NC2C=CC=CC1=2)=[N+](C)C)C.F[P-](F)(F)(F)(F)F.CCN(C(C)C)C(C)C.[OH:68][C:69]1[CH:83]=[C:82]2[C:72]([NH:73][CH:74]=[C:75]2[CH2:76][C@@H:77]([C:79]([OH:81])=[O:80])[NH2:78])=[CH:71][CH:70]=1.